Dataset: Full USPTO retrosynthesis dataset with 1.9M reactions from patents (1976-2016). Task: Predict the reactants needed to synthesize the given product. (1) Given the product [CH2:21]([CH:25]1[CH2:30][CH2:29][N:28]([CH2:17][CH2:18][CH2:19][N:8]2[C:9]3[C:4](=[CH:3][C:2]([F:1])=[C:11]([CH3:12])[CH:10]=3)[CH2:5][CH2:6][C:7]2=[O:13])[CH2:27][CH2:26]1)[CH2:22][CH2:23][CH3:24], predict the reactants needed to synthesize it. The reactants are: [F:1][C:2]1[CH:3]=[C:4]2[C:9](=[CH:10][C:11]=1[CH3:12])[NH:8][C:7](=[O:13])[CH2:6][CH2:5]2.[H-].[Na+].Cl[CH2:17][CH2:18][CH2:19]I.[CH2:21]([CH:25]1[CH2:30][CH2:29][NH:28][CH2:27][CH2:26]1)[CH2:22][CH2:23][CH3:24].[Na+].[I-].C([O-])([O-])=O.[K+].[K+]. (2) Given the product [CH2:16]([O:12][C:11]([C:1]1[C:10]2[C:5](=[CH:6][CH:7]=[CH:8][CH:9]=2)[CH:4]=[CH:3][CH:2]=1)=[O:13])[C:15]#[CH:14], predict the reactants needed to synthesize it. The reactants are: [C:1]1([C:11]([OH:13])=[O:12])[C:10]2[C:5](=[CH:6][CH:7]=[CH:8][CH:9]=2)[CH:4]=[CH:3][CH:2]=1.[CH2:14](Br)[C:15]#[CH:16].